Dataset: Forward reaction prediction with 1.9M reactions from USPTO patents (1976-2016). Task: Predict the product of the given reaction. (1) Given the reactants P(Cl)(Cl)([Cl:3])=O.[F:6][C:7]([F:20])([F:19])[C:8]1[CH:9]=[C:10]2[C:15](=[CH:16][CH:17]=1)[NH:14][C:13](=O)[CH:12]=[N:11]2.C(N(C(C)C)C(C)C)C, predict the reaction product. The product is: [Cl:3][C:13]1[CH:12]=[N:11][C:10]2[C:15](=[CH:16][CH:17]=[C:8]([C:7]([F:20])([F:19])[F:6])[CH:9]=2)[N:14]=1. (2) Given the reactants [Cl:1][C:2]1[CH:3]=[C:4]([C:8](=[CH:12][C:13]2[CH:17]=[C:16]([C:18]3[CH:23]=[CH:22][C:21]([Cl:24])=[C:20]([Cl:25])[CH:19]=3)[N:15]([C:26]3[CH:31]=[CH:30][C:29]([O:32][CH2:33][CH3:34])=[CH:28][CH:27]=3)[N:14]=2)[C:9]([OH:11])=[O:10])[CH:5]=[CH:6][CH:7]=1.S(NN)(C1C=CC(C)=CC=1)(=O)=O.CC([O-])=O.[Na+], predict the reaction product. The product is: [Cl:1][C:2]1[CH:3]=[C:4]([CH:8]([CH2:12][C:13]2[CH:17]=[C:16]([C:18]3[CH:23]=[CH:22][C:21]([Cl:24])=[C:20]([Cl:25])[CH:19]=3)[N:15]([C:26]3[CH:27]=[CH:28][C:29]([O:32][CH2:33][CH3:34])=[CH:30][CH:31]=3)[N:14]=2)[C:9]([OH:11])=[O:10])[CH:5]=[CH:6][CH:7]=1.